From a dataset of NCI-60 drug combinations with 297,098 pairs across 59 cell lines. Regression. Given two drug SMILES strings and cell line genomic features, predict the synergy score measuring deviation from expected non-interaction effect. (1) Drug 1: CC1=C(C(=O)C2=C(C1=O)N3CC4C(C3(C2COC(=O)N)OC)N4)N. Drug 2: C1CNP(=O)(OC1)N(CCCl)CCCl. Cell line: DU-145. Synergy scores: CSS=38.8, Synergy_ZIP=-2.89, Synergy_Bliss=-6.09, Synergy_Loewe=-58.0, Synergy_HSA=-6.43. (2) Drug 1: CC12CCC3C(C1CCC2=O)CC(=C)C4=CC(=O)C=CC34C. Drug 2: CCCS(=O)(=O)NC1=C(C(=C(C=C1)F)C(=O)C2=CNC3=C2C=C(C=N3)C4=CC=C(C=C4)Cl)F. Cell line: HOP-92. Synergy scores: CSS=29.1, Synergy_ZIP=1.54, Synergy_Bliss=1.37, Synergy_Loewe=-0.122, Synergy_HSA=0.0921. (3) Drug 1: C1=NC(=NC(=O)N1C2C(C(C(O2)CO)O)O)N. Drug 2: CC1C(C(CC(O1)OC2CC(OC(C2O)C)OC3=CC4=CC5=C(C(=O)C(C(C5)C(C(=O)C(C(C)O)O)OC)OC6CC(C(C(O6)C)O)OC7CC(C(C(O7)C)O)OC8CC(C(C(O8)C)O)(C)O)C(=C4C(=C3C)O)O)O)O. Cell line: RXF 393. Synergy scores: CSS=62.7, Synergy_ZIP=-4.25, Synergy_Bliss=1.03, Synergy_Loewe=-0.542, Synergy_HSA=-0.0121. (4) Synergy scores: CSS=4.84, Synergy_ZIP=4.92, Synergy_Bliss=8.31, Synergy_Loewe=6.15, Synergy_HSA=5.41. Cell line: NCI-H226. Drug 2: COC1=C2C(=CC3=C1OC=C3)C=CC(=O)O2. Drug 1: C1CC(=O)NC(=O)C1N2CC3=C(C2=O)C=CC=C3N. (5) Drug 1: CN(C)C1=NC(=NC(=N1)N(C)C)N(C)C. Drug 2: C1CNP(=O)(OC1)N(CCCl)CCCl. Cell line: MDA-MB-435. Synergy scores: CSS=-7.49, Synergy_ZIP=0.825, Synergy_Bliss=-5.17, Synergy_Loewe=-9.26, Synergy_HSA=-9.82. (6) Drug 1: C1CC(C1)(C(=O)O)C(=O)O.[NH2-].[NH2-].[Pt+2]. Drug 2: C1C(C(OC1N2C=NC(=NC2=O)N)CO)O. Cell line: SF-295. Synergy scores: CSS=27.6, Synergy_ZIP=-6.99, Synergy_Bliss=2.34, Synergy_Loewe=1.03, Synergy_HSA=1.50.